Dataset: TCR-epitope binding with 47,182 pairs between 192 epitopes and 23,139 TCRs. Task: Binary Classification. Given a T-cell receptor sequence (or CDR3 region) and an epitope sequence, predict whether binding occurs between them. (1) The epitope is AYILFTRFFYV. The TCR CDR3 sequence is CASSQDTGSSGELFF. Result: 1 (the TCR binds to the epitope). (2) The epitope is LLWNGPMAV. The TCR CDR3 sequence is CASSAQDRGKETQYF. Result: 1 (the TCR binds to the epitope). (3) The epitope is AYAQKIFKI. The TCR CDR3 sequence is CASSYGAGEQFF. Result: 0 (the TCR does not bind to the epitope).